From a dataset of Forward reaction prediction with 1.9M reactions from USPTO patents (1976-2016). Predict the product of the given reaction. (1) Given the reactants [Br:1][C:2]1[CH:9]=[CH:8][C:5]([CH2:6][NH2:7])=[CH:4][CH:3]=1.[C:10]([N:17]1[CH2:24][CH2:23][CH2:22][C@H:18]1[C:19](O)=[O:20])([O:12][C:13]([CH3:16])([CH3:15])[CH3:14])=[O:11].CN1CCOCC1.CN(C(ON1N=NC2C=CC=NC1=2)=[N+](C)C)C.F[P-](F)(F)(F)(F)F, predict the reaction product. The product is: [C:13]([O:12][C:10]([N:17]1[CH2:24][CH2:23][CH2:22][CH:18]1[C:19](=[O:20])[NH:7][CH2:6][C:5]1[CH:8]=[CH:9][C:2]([Br:1])=[CH:3][CH:4]=1)=[O:11])([CH3:16])([CH3:15])[CH3:14]. (2) Given the reactants [Cl:1][C:2]1[CH:7]=[C:6]([Cl:8])[CH:5]=[CH:4][C:3]=1[C:9]1[C:27](=[O:28])[N:26]([CH3:29])[C:12]2[N:13]([CH3:25])[C:14]3[C:19]([C:11]=2[CH:10]=1)=[CH:18][C:17]([C:20]1[NH:21][N:22]=[CH:23][CH:24]=1)=[CH:16][CH:15]=3.[CH:30]([N:33]=[C:34]=[O:35])([CH3:32])[CH3:31].CCOCC, predict the reaction product. The product is: [CH:30]([NH:33][C:34]([N:22]1[CH:23]=[CH:24][C:20]([C:17]2[CH:18]=[C:19]3[C:14](=[CH:15][CH:16]=2)[N:13]([CH3:25])[C:12]2[N:26]([CH3:29])[C:27](=[O:28])[C:9]([C:3]4[CH:4]=[CH:5][C:6]([Cl:8])=[CH:7][C:2]=4[Cl:1])=[CH:10][C:11]3=2)=[N:21]1)=[O:35])([CH3:32])[CH3:31]. (3) Given the reactants [C:1]([C:3]1([OH:12])[CH:8]([CH3:9])[CH2:7][CH2:6][CH2:5][C:4]1([CH3:11])[CH3:10])#[CH:2].C1(C)C=CC=CC=1.C(NC(C)C)(C)C.FC(F)(F)S(O[C:33]1[CH2:37][CH2:36][CH2:35][C:34]=1[C:38]([O:40][CH2:41][CH3:42])=[O:39])(=O)=O, predict the reaction product. The product is: [OH:12][C:3]1([C:1]#[C:2][C:33]2[CH2:37][CH2:36][CH2:35][C:34]=2[C:38]([O:40][CH2:41][CH3:42])=[O:39])[CH:8]([CH3:9])[CH2:7][CH2:6][CH2:5][C:4]1([CH3:11])[CH3:10].